The task is: Predict which catalyst facilitates the given reaction.. This data is from Catalyst prediction with 721,799 reactions and 888 catalyst types from USPTO. (1) Reactant: [CH2:1]1[C:4]2([CH2:9][C:8](=[O:10])[CH2:7][C:6](=[O:11])[CH2:5]2)[CH2:3][CH2:2]1.[OH-].[K+].Br[CH2:15][C:16](=O)[C:17]([OH:19])=[O:18]. Product: [O:11]=[C:6]1[C:7]2[C:16]([C:17]([OH:19])=[O:18])=[CH:15][O:10][C:8]=2[CH2:9][C:4]2([CH2:1][CH2:2][CH2:3]2)[CH2:5]1. The catalyst class is: 72. (2) Reactant: [F:1][C:2]1[CH:3]=[C:4]([N:8]2[C:17]3[C:12](=[CH:13][CH:14]=[CH:15][N:16]=3)[C:11](O)=[CH:10][C:9]2=[O:19])[CH:5]=[CH:6][CH:7]=1.[H-].[Na+].[H][H].[C:24]1([CH2:30][C:31](Cl)=O)[CH:29]=[CH:28][CH:27]=[CH:26][CH:25]=1.O.[NH2:35][NH2:36]. Product: [CH2:30]([C:31]1[C:10]2[C:9](=[O:19])[N:8]([C:4]3[CH:5]=[CH:6][CH:7]=[C:2]([F:1])[CH:3]=3)[C:17]3[N:16]=[CH:15][CH:14]=[CH:13][C:12]=3[C:11]=2[NH:36][N:35]=1)[C:24]1[CH:29]=[CH:28][CH:27]=[CH:26][CH:25]=1. The catalyst class is: 18. (3) Reactant: [F:1][C:2]([F:15])([F:14])[CH2:3][C:4]1[S:5][CH:6]=[C:7]([C:9]([O:11]CC)=[O:10])[N:8]=1. Product: [F:15][C:2]([F:1])([F:14])[CH2:3][C:4]1[S:5][CH:6]=[C:7]([C:9]([OH:11])=[O:10])[N:8]=1. The catalyst class is: 126. (4) Reactant: [CH2:1]([N:3]([CH2:20][CH3:21])[CH2:4][CH2:5][NH:6]C(C1C=CC2C(=CC=C(I)C=2)C=1)=O)[CH3:2].[I:22][C:23]1[C:36]2[C:35](=[O:37])[C:34]3[C:29](=[CH:30][CH:31]=[CH:32][CH:33]=3)[NH:28][C:27]=2[C:26]([C:38]([O:40]C)=O)=[CH:25][CH:24]=1.[K+].[Br-]. Product: [CH2:1]([N:3]([CH2:20][CH3:21])[CH2:4][CH2:5][NH:6][C:38]([C:26]1[C:27]2[NH:28][C:29]3[C:34](=[CH:33][CH:32]=[CH:31][CH:30]=3)[C:35](=[O:37])[C:36]=2[C:23]([I:22])=[CH:24][CH:25]=1)=[O:40])[CH3:2]. The catalyst class is: 429.